Predict the reactants needed to synthesize the given product. From a dataset of Full USPTO retrosynthesis dataset with 1.9M reactions from patents (1976-2016). (1) Given the product [Br:27][C:11]1[C:12](=[O:15])[O:13][CH2:14][C:10]=1[N:9]([CH2:8][C:5]1[CH:6]=[N:7][C:2]([Cl:1])=[CH:3][CH:4]=1)[CH2:16][CH:17]([F:19])[F:18], predict the reactants needed to synthesize it. The reactants are: [Cl:1][C:2]1[N:7]=[CH:6][C:5]([CH2:8][N:9]([CH2:16][CH:17]([F:19])[F:18])[C:10]2[CH2:14][O:13][C:12](=[O:15])[CH:11]=2)=[CH:4][CH:3]=1.C(N(CC)CC)C.[Br:27]N1C(=O)CCC1=O. (2) Given the product [CH2:4]=[CH:5][CH3:6].[C:4]([O:8][CH3:9])(=[O:7])[CH:5]=[CH2:6], predict the reactants needed to synthesize it. The reactants are: C(Cl)Cl.[C:4]([O:8][CH3:9])(=[O:7])[CH:5]=[CH2:6].C=CC.